From a dataset of Catalyst prediction with 721,799 reactions and 888 catalyst types from USPTO. Predict which catalyst facilitates the given reaction. (1) Reactant: [F:1][C:2]1[CH:7]=[C:6]([O:8][CH3:9])[CH:5]=[C:4]([O:10]C)[CH:3]=1.B(Br)(Br)Br. Product: [F:1][C:2]1[CH:3]=[C:4]([OH:10])[CH:5]=[C:6]([O:8][CH3:9])[CH:7]=1. The catalyst class is: 2. (2) Reactant: [F:1][C:2]1[CH:7]=[C:6]([F:8])[CH:5]=[CH:4][C:3]=1[C:9]1[C:21]([C:22]2[CH:23]=[CH:24][C:25](=[O:28])[NH:26][N:27]=2)=[C:12]2[NH:13][CH2:14][CH:15]([CH2:17][N:18]([CH3:20])[CH3:19])[CH2:16][N:11]2[N:10]=1.[C:29]([NH:33][S:34]([C:37]1[CH:42]=[CH:41][CH:40]=[CH:39][C:38]=1B(O)O)(=[O:36])=[O:35])([CH3:32])([CH3:31])[CH3:30].N1C=CC=CC=1.O. Product: [C:29]([NH:33][S:34]([C:37]1[CH:42]=[CH:41][CH:40]=[CH:39][C:38]=1[N:26]1[C:25](=[O:28])[CH:24]=[CH:23][C:22]([C:21]2[C:9]([C:3]3[CH:4]=[CH:5][C:6]([F:8])=[CH:7][C:2]=3[F:1])=[N:10][N:11]3[CH2:16][CH:15]([CH2:17][N:18]([CH3:20])[CH3:19])[CH2:14][NH:13][C:12]=23)=[N:27]1)(=[O:36])=[O:35])([CH3:32])([CH3:30])[CH3:31]. The catalyst class is: 3. (3) Reactant: C(OC([N:11]1[CH2:17][C:16]2[CH:18]=[C:19]([O:22][CH3:23])[CH:20]=[CH:21][C:15]=2[NH:14][C:13](=[O:24])[CH2:12]1)=O)C1C=CC=CC=1. Product: [CH3:23][O:22][C:19]1[CH:20]=[CH:21][C:15]2[NH:14][C:13](=[O:24])[CH2:12][NH:11][CH2:17][C:16]=2[CH:18]=1. The catalyst class is: 604.